From a dataset of Catalyst prediction with 721,799 reactions and 888 catalyst types from USPTO. Predict which catalyst facilitates the given reaction. (1) Reactant: [C:1]([O:5][C:6]([N:8]1[CH2:13][CH2:12][CH2:11][C@H:10]([CH2:14][OH:15])[CH2:9]1)=[O:7])([CH3:4])([CH3:3])[CH3:2].N1CCCC(C(O)=O)C1.[I:25][C:26]1[C:31](O)=[CH:30][CH:29]=[C:28]([CH3:33])[N:27]=1.C1(P(C2C=CC=CC=2)C2C=CC=CC=2)C=CC=CC=1.CC(OC(/N=N/C(OC(C)C)=O)=O)C. The catalyst class is: 57. Product: [C:1]([O:5][C:6]([N:8]1[CH2:13][CH2:12][CH2:11][C@H:10]([CH2:14][O:15][C:31]2[C:26]([I:25])=[N:27][C:28]([CH3:33])=[CH:29][CH:30]=2)[CH2:9]1)=[O:7])([CH3:4])([CH3:3])[CH3:2]. (2) Reactant: [Cl:1][C:2]1[CH:7]=[CH:6][C:5]([C:8]2([C:12]([N:14]3[CH2:19][CH2:18][CH2:17][CH:16]([CH2:20][OH:21])[CH2:15]3)=[O:13])[CH2:11][CH2:10][CH2:9]2)=[CH:4][CH:3]=1.C(N(CC)CC)C.[CH3:29][S:30](Cl)(=[O:32])=[O:31]. Product: [Cl:1][C:2]1[CH:3]=[CH:4][C:5]([C:8]2([C:12]([N:14]3[CH2:19][CH2:18][CH2:17][CH:16]([CH2:20][O:21][S:30]([CH3:29])(=[O:32])=[O:31])[CH2:15]3)=[O:13])[CH2:11][CH2:10][CH2:9]2)=[CH:6][CH:7]=1. The catalyst class is: 4. (3) Reactant: [CH3:1][O:2][C:3]1[CH:8]=[CH:7][C:6]([S:9]([N:12]2[CH2:17][CH2:16][CH:15]([CH:18]([C:20]3[NH:29][C:28](=[O:30])[C:27]4[C:22](=[CH:23][CH:24]=[CH:25][CH:26]=4)[N:21]=3)[CH3:19])[CH2:14][CH2:13]2)(=[O:11])=[O:10])=[CH:5][CH:4]=1.[CH:31]1(I)[CH2:35][CH2:34][CH2:33][CH2:32]1.C(=O)([O-])[O-].[K+].[K+].CC#N. Product: [CH:31]1([O:30][C:28]2[C:27]3[C:22](=[CH:23][CH:24]=[CH:25][CH:26]=3)[N:21]=[C:20]([CH:18]([CH:15]3[CH2:16][CH2:17][N:12]([S:9]([C:6]4[CH:7]=[CH:8][C:3]([O:2][CH3:1])=[CH:4][CH:5]=4)(=[O:10])=[O:11])[CH2:13][CH2:14]3)[CH3:19])[N:29]=2)[CH2:35][CH2:34][CH2:33][CH2:32]1. The catalyst class is: 3. (4) Reactant: [C:1]([OH:22])(=O)[CH2:2][CH2:3][CH2:4][CH:5]=[CH:6][CH2:7][CH:8]=[CH:9][CH2:10][CH:11]=[CH:12][CH2:13][CH:14]=[CH:15][CH2:16][CH:17]=[CH:18][CH2:19][CH3:20].C(Cl)(=O)C([Cl:26])=O. Product: [C:1]([Cl:26])(=[O:22])[CH2:2][CH2:3][CH2:4][CH:5]=[CH:6][CH2:7][CH:8]=[CH:9][CH2:10][CH:11]=[CH:12][CH2:13][CH:14]=[CH:15][CH2:16][CH:17]=[CH:18][CH2:19][CH3:20]. The catalyst class is: 22. (5) Reactant: [NH2:1][C:2]1[CH:3]=[C:4]([CH:16]=[CH:17][CH:18]=1)[CH2:5][C:6]1([C:9]([O:11][C:12]([CH3:15])([CH3:14])[CH3:13])=[O:10])[CH2:8][CH2:7]1.[CH:19]1([CH:24]([C:28]2[CH:33]=[CH:32][C:31]([CH2:34][N:35]3[CH2:43][C:42]4[C:37](=[CH:38][CH:39]=[CH:40][C:41]=4[F:44])[C:36]3=[O:45])=[CH:30][CH:29]=2)[C:25](O)=[O:26])[CH2:23][CH2:22][CH2:21][CH2:20]1.CCN(C(C)C)C(C)C.CN(C(ON1N=NC2C=CC=NC1=2)=[N+](C)C)C.F[P-](F)(F)(F)(F)F. Product: [CH:19]1([CH:24]([C:28]2[CH:33]=[CH:32][C:31]([CH2:34][N:35]3[CH2:43][C:42]4[C:37](=[CH:38][CH:39]=[CH:40][C:41]=4[F:44])[C:36]3=[O:45])=[CH:30][CH:29]=2)[C:25]([NH:1][C:2]2[CH:3]=[C:4]([CH:16]=[CH:17][CH:18]=2)[CH2:5][C:6]2([C:9]([O:11][C:12]([CH3:15])([CH3:13])[CH3:14])=[O:10])[CH2:8][CH2:7]2)=[O:26])[CH2:23][CH2:22][CH2:21][CH2:20]1. The catalyst class is: 18. (6) Reactant: [CH2:1]([N:8]1[CH2:13][CH2:12][C:11]([C:15]2[CH:20]=[C:19]([Cl:21])[CH:18]=[CH:17][C:16]=2[O:22][CH3:23])(O)[CH2:10][CH2:9]1)[C:2]1[CH:7]=[CH:6][CH:5]=[CH:4][CH:3]=1.CC1C=CC(S(O)(=O)=O)=CC=1.O. Product: [CH2:1]([N:8]1[CH2:9][CH:10]=[C:11]([C:15]2[CH:20]=[C:19]([Cl:21])[CH:18]=[CH:17][C:16]=2[O:22][CH3:23])[CH2:12][CH2:13]1)[C:2]1[CH:7]=[CH:6][CH:5]=[CH:4][CH:3]=1. The catalyst class is: 11.